This data is from Peptide-MHC class II binding affinity with 134,281 pairs from IEDB. The task is: Regression. Given a peptide amino acid sequence and an MHC pseudo amino acid sequence, predict their binding affinity value. This is MHC class II binding data. (1) The peptide sequence is TLWQRPIVTIKIGGQLREAL. The MHC is HLA-DQA10301-DQB10302 with pseudo-sequence HLA-DQA10301-DQB10302. The binding affinity (normalized) is 0.0620. (2) The peptide sequence is DPWTIYAIGGSSNPT. The binding affinity (normalized) is 0. The MHC is HLA-DPA10103-DPB10401 with pseudo-sequence HLA-DPA10103-DPB10401. (3) The peptide sequence is ATTANVPPADKYKTF. The MHC is HLA-DPA10103-DPB10201 with pseudo-sequence HLA-DPA10103-DPB10201. The binding affinity (normalized) is 0. (4) The peptide sequence is VKIKPLEDKILVQAG. The MHC is DRB1_1101 with pseudo-sequence DRB1_1101. The binding affinity (normalized) is 0.285. (5) The peptide sequence is RVSPGNGWMIKETAC. The MHC is DRB3_0301 with pseudo-sequence DRB3_0301. The binding affinity (normalized) is 0.586.